From a dataset of Full USPTO retrosynthesis dataset with 1.9M reactions from patents (1976-2016). Predict the reactants needed to synthesize the given product. (1) Given the product [N:25]1([CH2:22][C:17]2[CH:16]=[C:15]3[C:20]([CH:21]=[C:12]([C:10]4[N:11]=[C:7]([C:4]5[CH:3]=[CH:2][N:1]=[CH:6][CH:5]=5)[S:8][CH:9]=4)[C:13](=[O:24])[NH:14]3)=[CH:19][CH:18]=2)[CH2:30][CH2:29][O:28][CH2:27][CH2:26]1, predict the reactants needed to synthesize it. The reactants are: [N:1]1[CH:6]=[CH:5][C:4]([C:7]2[S:8][CH:9]=[C:10]([C:12]3[C:13](=[O:24])[NH:14][C:15]4[C:20]([CH:21]=3)=[CH:19][CH:18]=[C:17]([CH:22]=O)[CH:16]=4)[N:11]=2)=[CH:3][CH:2]=1.[NH:25]1[CH2:30][CH2:29][O:28][CH2:27][CH2:26]1. (2) Given the product [CH3:21][O:20][C:17]1[CH:18]=[CH:19][N:14]2[N:13]=[C:7]([C:1]3[CH:6]=[CH:5][CH:4]=[CH:3][CH:2]=3)[C:8]([C:9](=[O:11])[CH3:10])=[C:15]2[CH:16]=1, predict the reactants needed to synthesize it. The reactants are: [C:1]1([C:7]#[C:8][C:9](=[O:11])[CH3:10])[CH:6]=[CH:5][CH:4]=[CH:3][CH:2]=1.[I-].[NH2:13][N+:14]1[CH:19]=[CH:18][C:17]([O:20][CH3:21])=[CH:16][CH:15]=1.C(=O)([O-])[O-].[K+].[K+].O. (3) Given the product [Cl:5][C:6]1[CH:11]=[CH:10][CH:9]=[CH:8][C:7]=1[CH2:12][CH2:13][NH:15][CH3:16], predict the reactants needed to synthesize it. The reactants are: II.[BH4-].[Na+].[Cl:5][C:6]1[CH:11]=[CH:10][CH:9]=[CH:8][C:7]=1[CH2:12][C:13]([NH:15][CH3:16])=O.CO. (4) The reactants are: [C:1](#[N:3])[CH3:2].[H-].[Na+].[CH:6]1[C:15]2[CH2:14][CH2:13][CH2:12][CH2:11][C:10]=2[CH:9]=[CH:8][C:7]=1[C:16](OCC)=[O:17].Cl. Given the product [O:17]=[C:16]([C:7]1[CH:8]=[CH:9][C:10]2[CH2:11][CH2:12][CH2:13][CH2:14][C:15]=2[CH:6]=1)[CH2:2][C:1]#[N:3], predict the reactants needed to synthesize it. (5) Given the product [NH2:26][CH2:25][CH2:24][CH2:23][S:22][CH2:21][C@@H:13]1[C@H:14]2[O:18][C:17]([CH3:20])([CH3:19])[O:16][C@H:15]2[C@H:11]([N:6]2[CH:5]=[N:4][C:3]3[C:7]2=[N:8][CH:9]=[N:10][C:2]=3[NH2:1])[O:12]1, predict the reactants needed to synthesize it. The reactants are: [NH2:1][C:2]1[N:10]=[CH:9][N:8]=[C:7]2[C:3]=1[N:4]=[CH:5][N:6]2[C@H:11]1[C@@H:15]2[O:16][C:17]([CH3:20])([CH3:19])[O:18][C@@H:14]2[C@@H:13]([CH2:21][S:22][CH2:23][CH2:24][CH2:25][N:26]2C(=O)C3C(=CC=CC=3)C2=O)[O:12]1.NN.O. (6) Given the product [Br:7][C:8]1[CH:9]=[CH:10][C:11]([C:12]([NH:14][C:15]2[C:16]3[CH:29]=[C:28]([C:30]([NH:32][N:33]([CH3:40])[C:34]4[CH:39]=[CH:38][CH:37]=[CH:36][CH:35]=4)=[O:31])[S:27][C:17]=3[NH:18][N:19]=2)=[O:13])=[CH:41][CH:42]=1, predict the reactants needed to synthesize it. The reactants are: C(=O)([O-])[O-].[K+].[K+].[Br:7][C:8]1[CH:42]=[CH:41][C:11]([C:12]([NH:14][C:15]2[C:16]3[CH:29]=[C:28]([C:30]([NH:32][N:33]([CH3:40])[C:34]4[CH:39]=[CH:38][CH:37]=[CH:36][CH:35]=4)=[O:31])[S:27][C:17]=3[N:18](C(OC(C)(C)C)=O)[N:19]=2)=[O:13])=[CH:10][CH:9]=1. (7) The reactants are: [C:1]([CH2:3]P(=O)(OCC)OCC)#[N:2].CC([O-])(C)C.[K+].[CH2:18]1[C:21]2([CH2:24][CH2:23][CH2:22]2)[CH2:20][C:19]1=O. Given the product [CH2:20]1[C:21]2([CH2:24][CH2:23][CH2:22]2)[CH2:18][C:19]1=[CH:3][C:1]#[N:2], predict the reactants needed to synthesize it. (8) Given the product [CH3:16][O:17][C:18]1[CH:19]=[C:20]([N:26]2[CH2:27][CH2:28][N:29]([C:7]([C:5]3[N:6]=[C:2]([SH:1])[NH:3][C:4]=3[C:10]3[CH:15]=[CH:14][CH:13]=[CH:12][CH:11]=3)=[O:9])[CH2:30][CH2:31]2)[CH:21]=[C:22]([O:24][CH3:25])[CH:23]=1, predict the reactants needed to synthesize it. The reactants are: [SH:1][C:2]1[NH:3][C:4]([C:10]2[CH:15]=[CH:14][CH:13]=[CH:12][CH:11]=2)=[C:5]([C:7]([OH:9])=O)[N:6]=1.[CH3:16][O:17][C:18]1[CH:19]=[C:20]([N:26]2[CH2:31][CH2:30][NH:29][CH2:28][CH2:27]2)[CH:21]=[C:22]([O:24][CH3:25])[CH:23]=1.Cl.CN(C)CCCN=C=NCC.O.ON1C2C=CC=CC=2N=N1. (9) Given the product [F:1][C:2]1[C:9]([F:10])=[CH:8][CH:7]=[CH:6][C:3]=1[CH:4]([OH:5])[C:12]([F:14])([F:13])[F:11], predict the reactants needed to synthesize it. The reactants are: [F:1][C:2]1[C:9]([F:10])=[CH:8][CH:7]=[CH:6][C:3]=1[CH:4]=[O:5].[F:11][C:12]([Si](C)(C)C)([F:14])[F:13].[F-].C([N+](CCCC)(CCCC)CCCC)CCC.Cl. (10) Given the product [NH:9]1[C:8]2[C:12](=[N:4][CH:5]=[CH:6][CH:7]=2)[N:11]=[C:10]1[NH2:13], predict the reactants needed to synthesize it. The reactants are: COC(=O)[NH:4][CH2:5][CH:6]=[CH:7][C:8]1[NH:9][CH:10]([NH2:13])[NH:11][CH:12]=1.